Predict the reaction yield, written as a fraction of the theoretical maximum amount of product (1.0 means a 100% yield; for example, 0.34 means a 34% yield). From a dataset of Reaction yield outcomes from USPTO patents with 853,638 reactions. (1) The reactants are [CH2:1]([N:5]([CH2:9][CH2:10][CH2:11][N:12]1[CH2:17][CH2:16][N:15]([CH2:18][CH2:19][CH2:20][N:21]([CH2:23][C:24]2[CH:29]=[CH:28][C:27]([O:30][CH3:31])=[CH:26][CH:25]=2)[CH3:22])[CH2:14][CH2:13]1)[CH2:6][CH2:7][NH2:8])[CH:2]([CH3:4])[CH3:3].C(N(CC)CC)C.C1C(=O)N([O:46][C:47]([CH2:49][CH2:50][CH2:51][CH2:52][C@@H:53]2[S:57][CH2:56][C@@H:55]3[NH:58][C:59]([NH:61][C@H:54]23)=[O:60])=O)C(=O)C1. The catalyst is CN(C=O)C. The product is [CH2:1]([N:5]([CH2:9][CH2:10][CH2:11][N:12]1[CH2:13][CH2:14][N:15]([CH2:18][CH2:19][CH2:20][N:21]([CH2:23][C:24]2[CH:25]=[CH:26][C:27]([O:30][CH3:31])=[CH:28][CH:29]=2)[CH3:22])[CH2:16][CH2:17]1)[CH2:6][CH2:7][NH:8][C:47](=[O:46])[CH2:49][CH2:50][CH2:51][CH2:52][CH:53]1[CH:54]2[CH:55]([NH:58][C:59](=[O:60])[NH:61]2)[CH2:56][S:57]1)[CH:2]([CH3:3])[CH3:4]. The yield is 0.630. (2) The yield is 0.700. The product is [CH3:20][C:15]1([CH3:21])[C:16]([CH3:19])([CH3:18])[O:17][B:13]([CH2:2][C:3]2[CH:8]=[CH:7][C:6]([CH2:9][C:10]([O:12][CH3:31])=[O:11])=[CH:5][CH:4]=2)[O:14]1. The reactants are Br[CH2:2][C:3]1[CH:8]=[CH:7][C:6]([CH2:9][C:10]([O-:12])=[O:11])=[CH:5][CH:4]=1.[B:13]1([B:13]2[O:17][C:16]([CH3:19])([CH3:18])[C:15]([CH3:21])([CH3:20])[O:14]2)[O:17][C:16]([CH3:19])([CH3:18])[C:15]([CH3:21])([CH3:20])[O:14]1.[C:31]([O-])([O-])=O.[K+].[K+].O1CCOCC1. The catalyst is C(OCC)(=O)C.C1C=CC([P]([Pd]([P](C2C=CC=CC=2)(C2C=CC=CC=2)C2C=CC=CC=2)([P](C2C=CC=CC=2)(C2C=CC=CC=2)C2C=CC=CC=2)[P](C2C=CC=CC=2)(C2C=CC=CC=2)C2C=CC=CC=2)(C2C=CC=CC=2)C2C=CC=CC=2)=CC=1. (3) The reactants are [CH3:1][O:2][C:3]1[CH:4]=[C:5]2[C:10](=[CH:11][C:12]=1[O:13][CH3:14])[N:9]=[C:8]([C:15]1[CH:20]=[CH:19][C:18]([F:21])=[CH:17][CH:16]=1)[N:7]=[C:6]2[C:22]([OH:24])=O.Cl.[OH:26][C:27]1[CH:36]=[CH:35][CH:34]=[C:33]2[C:28]=1[CH2:29][CH2:30][NH:31][CH2:32]2. No catalyst specified. The product is [CH3:1][O:2][C:3]1[CH:4]=[C:5]2[C:10](=[CH:11][C:12]=1[O:13][CH3:14])[N:9]=[C:8]([C:15]1[CH:20]=[CH:19][C:18]([F:21])=[CH:17][CH:16]=1)[N:7]=[C:6]2[C:22]([N:31]1[CH2:30][CH2:29][C:28]2[C:33](=[CH:34][CH:35]=[CH:36][C:27]=2[OH:26])[CH2:32]1)=[O:24]. The yield is 0.274. (4) The reactants are CO[CH:3]=[C:4]1[C:13]2[C:8](=[CH:9][CH:10]=[CH:11][CH:12]=2)[C:7](=[O:14])[NH:6][C:5]1=[O:15].[N:16]1([CH2:21][CH2:22][C:23]2[CH:28]=[CH:27][C:26]([NH2:29])=[CH:25][CH:24]=2)[CH2:20][CH2:19][CH2:18][CH2:17]1. The catalyst is CN(C)C=O. The product is [N:16]1([CH2:21][CH2:22][C:23]2[CH:24]=[CH:25][C:26]([NH:29]/[CH:3]=[C:4]3\[C:5](=[O:15])[NH:6][C:7](=[O:14])[C:8]4[C:13]\3=[CH:12][CH:11]=[CH:10][CH:9]=4)=[CH:27][CH:28]=2)[CH2:20][CH2:19][CH2:18][CH2:17]1. The yield is 0.710. (5) The reactants are S(=O)(=O)(O)O.[CH3:6][CH:7]([CH2:11][CH2:12][CH2:13][CH:14]([CH3:16])[CH3:15])[CH2:8][CH2:9]O.[BrH:17]. No catalyst specified. The product is [CH3:6][CH:7]([CH2:11][CH2:12][CH2:13][CH:14]([CH3:16])[CH3:15])[CH2:8][CH2:9][Br:17]. The yield is 0.821. (6) The reactants are [SH:1][CH2:2][C:3]([OH:5])=O.Cl.[NH2:7][C:8]1[CH:9]=[C:10]([CH:17]=[CH:18][C:19]=1[CH3:20])[C:11]([NH:13][CH:14]1[CH2:16][CH2:15]1)=[O:12]. The catalyst is C1(C)C=CC=CC=1. The product is [CH:14]1([NH:13][C:11](=[O:12])[C:10]2[CH:17]=[CH:18][C:19]([CH3:20])=[C:8]([NH:7][C:3](=[O:5])[CH2:2][SH:1])[CH:9]=2)[CH2:15][CH2:16]1. The yield is 0.320. (7) The reactants are [CH3:1][C:2]([CH3:40])([CH3:39])[C:3]([O:5][CH2:6][C:7]1[CH:8]=[CH:9][C:10]([N+:36]([O-])=O)=[C:11]([NH:13][C:14]2[S:18][C:17]([C:19]([O:21][CH3:22])=[O:20])=[C:16]([O:23][C@@H:24]([C:26]3[CH:31]=[CH:30][CH:29]=[CH:28][C:27]=3[C:32]([F:35])([F:34])[F:33])[CH3:25])[CH:15]=2)[CH:12]=1)=[O:4]. The catalyst is CCOC(C)=O.[Pt]. The product is [NH2:36][C:10]1[CH:9]=[CH:8][C:7]([CH2:6][O:5][C:3](=[O:4])[C:2]([CH3:1])([CH3:39])[CH3:40])=[CH:12][C:11]=1[NH:13][C:14]1[S:18][C:17]([C:19]([O:21][CH3:22])=[O:20])=[C:16]([O:23][C@@H:24]([C:26]2[CH:31]=[CH:30][CH:29]=[CH:28][C:27]=2[C:32]([F:35])([F:33])[F:34])[CH3:25])[CH:15]=1. The yield is 0.990. (8) The reactants are Br[C:2]1[CH:10]=[C:9]2[C:5]([CH2:6][CH2:7][CH:8]2[CH2:11][CH3:12])=[CH:4][CH:3]=1.C([Li])(C)(C)C.C(=O)=O.CC(C)=O.[N:25]([C:34]([O:36][C:37]([CH3:40])([CH3:39])[CH3:38])=[O:35])=[N:26][C:27]([O:29][C:30]([CH3:33])([CH3:32])[CH3:31])=[O:28]. The catalyst is O1CCCC1.C1CCCCC1. The product is [CH2:11]([CH:8]1[C:9]2[C:5](=[CH:4][CH:3]=[C:2]([N:25]([C:34]([O:36][C:37]([CH3:40])([CH3:39])[CH3:38])=[O:35])[NH:26][C:27]([O:29][C:30]([CH3:31])([CH3:32])[CH3:33])=[O:28])[CH:10]=2)[CH2:6][CH2:7]1)[CH3:12]. The yield is 0.815. (9) The reactants are I[C:2]1[C:7]([Br:8])=[CH:6][C:5]([Br:9])=[CH:4][N:3]=1.[F-].[K+].[F:12][C:13]([Si](C)(C)C)([F:15])[F:14].N. The catalyst is CN1C(=O)CCC1.[Cu]I. The product is [Br:8][C:7]1[C:2]([C:13]([F:15])([F:14])[F:12])=[N:3][CH:4]=[C:5]([Br:9])[CH:6]=1. The yield is 0.460. (10) The reactants are [C:1]([O:5][C:6](=[O:29])[C:7]1[CH:12]=[CH:11][C:10]([CH2:13][N:14]2[C:23](=[O:24])[C:22]3[C:17](=[CH:18][C:19]([F:28])=[C:20]([N+:25]([O-])=O)[CH:21]=3)[N:16]=[CH:15]2)=[CH:9][CH:8]=1)([CH3:4])([CH3:3])[CH3:2]. The catalyst is C1COCC1.[Ni]. The product is [C:1]([O:5][C:6](=[O:29])[C:7]1[CH:8]=[CH:9][C:10]([CH2:13][N:14]2[C:23](=[O:24])[C:22]3[C:17](=[CH:18][C:19]([F:28])=[C:20]([NH2:25])[CH:21]=3)[N:16]=[CH:15]2)=[CH:11][CH:12]=1)([CH3:4])([CH3:2])[CH3:3]. The yield is 0.470.